Dataset: Forward reaction prediction with 1.9M reactions from USPTO patents (1976-2016). Task: Predict the product of the given reaction. Given the reactants [CH3:1][C:2]([CH3:5])([O-:4])[CH3:3].[K+].[Br:7][C:8]1[CH:9]=[C:10]([CH:14]=[CH:15][CH:16]=1)[C:11](Cl)=[O:12], predict the reaction product. The product is: [C:2]([O:4][C:11](=[O:12])[C:10]1[CH:14]=[CH:15][CH:16]=[C:8]([Br:7])[CH:9]=1)([CH3:5])([CH3:3])[CH3:1].